Predict the product of the given reaction. From a dataset of Forward reaction prediction with 1.9M reactions from USPTO patents (1976-2016). (1) Given the reactants C([O-])([O-])=O.[Cs+].[Cs+].F[C:8]1[CH:23]=[C:22]([C:24]([F:27])([F:26])[F:25])[CH:21]=[CH:20][C:9]=1[C:10]([NH:12][C:13]1[CH:18]=[CH:17][NH:16][C:15](=[O:19])[CH:14]=1)=[O:11].[F:28][C:29]([F:39])([F:38])[O:30][C:31]1[CH:36]=[CH:35][C:34]([OH:37])=[CH:33][CH:32]=1, predict the reaction product. The product is: [O:19]=[C:15]1[CH:14]=[C:13]([NH:12][C:10](=[O:11])[C:9]2[CH:20]=[CH:21][C:22]([C:24]([F:27])([F:26])[F:25])=[CH:23][C:8]=2[O:37][C:34]2[CH:35]=[CH:36][C:31]([O:30][C:29]([F:28])([F:38])[F:39])=[CH:32][CH:33]=2)[CH:18]=[CH:17][NH:16]1. (2) Given the reactants [N:1]1([C@H:5]2[CH2:8][C@H:7]([C:9]3[S:10][C:11]4[CH:17]=[C:16](Br)[CH:15]=[CH:14][C:12]=4[N:13]=3)[CH2:6]2)[CH2:4][CH2:3][CH2:2]1.BrC1C=CC2N=C([C@H]3[CH2:30][C@H:29]([N:31]4[CH2:35][CH2:34][CH2:33][C@H:32]4[CH3:36])C3)SC=2C=1.CC1C(B2OC(C)(C)C(C)(C)O2)=CC=C(C)N=1.N1C=C(B(O)O)C=NC=1, predict the reaction product. The product is: [N:1]1([C@H:5]2[CH2:8][C@H:7]([C:9]3[S:10][C:11]4[CH:17]=[C:16]([C:35]5[C:29]([CH3:30])=[N:31][C:32]([CH3:36])=[CH:33][CH:34]=5)[CH:15]=[CH:14][C:12]=4[N:13]=3)[CH2:6]2)[CH2:4][CH2:3][CH2:2]1. (3) Given the reactants C([N:8]1[CH2:13][CH2:12][C:11]2([CH:17]([C:18]3[CH:23]=[CH:22][C:21]([CH:24]([CH3:26])[CH3:25])=[CH:20][CH:19]=3)[C:16]3[C:27]([CH3:33])=[CH:28][C:29]([CH3:32])=[C:30]([CH3:31])[C:15]=3[O:14]2)[CH2:10][CH2:9]1)C1C=CC=CC=1.[Cl:34]C(OC(Cl)C)=O, predict the reaction product. The product is: [ClH:34].[CH:24]([C:21]1[CH:22]=[CH:23][C:18]([CH:17]2[C:11]3([CH2:10][CH2:9][NH:8][CH2:13][CH2:12]3)[O:14][C:15]3[C:30]([CH3:31])=[C:29]([CH3:32])[CH:28]=[C:27]([CH3:33])[C:16]2=3)=[CH:19][CH:20]=1)([CH3:26])[CH3:25].